From a dataset of Catalyst prediction with 721,799 reactions and 888 catalyst types from USPTO. Predict which catalyst facilitates the given reaction. (1) Reactant: [C:1]1([C:7]2([C:13]3[CH:18]=[CH:17][CH:16]=[CH:15][CH:14]=3)[CH2:12][CH2:11][NH:10][CH2:9][CH2:8]2)[CH:6]=[CH:5][CH:4]=[CH:3][CH:2]=1.[O:19]=[C:20]1[C:25]([C:32]2[CH:37]=[CH:36][CH:35]=[CH:34][CH:33]=2)([C:26]2[CH:31]=[CH:30][CH:29]=[CH:28][CH:27]=2)[CH2:24][CH2:23][CH2:22][N:21]1[CH2:38][C:39](O)=[O:40].Cl.C(N=C=NCCCN(C)C)C. Product: [C:1]1([C:7]2([C:13]3[CH:18]=[CH:17][CH:16]=[CH:15][CH:14]=3)[CH2:8][CH2:9][N:10]([C:39](=[O:40])[CH2:38][N:21]3[CH2:22][CH2:23][CH2:24][C:25]([C:32]4[CH:37]=[CH:36][CH:35]=[CH:34][CH:33]=4)([C:26]4[CH:31]=[CH:30][CH:29]=[CH:28][CH:27]=4)[C:20]3=[O:19])[CH2:11][CH2:12]2)[CH:2]=[CH:3][CH:4]=[CH:5][CH:6]=1. The catalyst class is: 112. (2) Reactant: [CH3:1]O.[Cl:3][C:4]1[CH:5]=[C:6]([CH2:11][C:12]([OH:14])=[O:13])[CH:7]=[CH:8][C:9]=1[Cl:10].S(=O)(=O)(O)O. Product: [Cl:3][C:4]1[CH:5]=[C:6]([CH2:11][C:12]([O:14][CH3:1])=[O:13])[CH:7]=[CH:8][C:9]=1[Cl:10]. The catalyst class is: 26.